From a dataset of Cav3 T-type calcium channel HTS with 100,875 compounds. Binary Classification. Given a drug SMILES string, predict its activity (active/inactive) in a high-throughput screening assay against a specified biological target. (1) The result is 0 (inactive). The compound is S(=O)(=O)(N1CCC(CC1)C(=O)N)c1c2c(c(OCC)cc1)cccc2. (2) The compound is s1c(C2n3[nH]c(cc3=c3c(=N2)c(ccc3)C)C)c(cc1)C. The result is 0 (inactive). (3) The drug is O=C(NCCN1CCCCC1)c1ccc(oc1)=O. The result is 0 (inactive). (4) The drug is FC(F)(F)c1c2c(n(CCC)c(=O)n(CCC)c2=O)nc(c1)c1occc1. The result is 0 (inactive). (5) The drug is Clc1c(CNC(=O)c2[nH]c(c(c2C)C(=O)C)C)cccc1. The result is 0 (inactive). (6) The drug is FC(F)(F)c1cc(N2CCN(CC2)C(=O)c2nn3c(c2)cccc3)ccc1. The result is 0 (inactive). (7) The compound is n1(c(c(cc1C)/C=C(/C#N)C#N)C)c1ccccc1. The result is 0 (inactive). (8) The molecule is S(=O)(=O)(NNC(=O)c1c(cccc1)C)c1ccc(NC(=O)C)cc1. The result is 0 (inactive).